Dataset: Full USPTO retrosynthesis dataset with 1.9M reactions from patents (1976-2016). Task: Predict the reactants needed to synthesize the given product. (1) Given the product [CH3:26][C@@:6]12[CH2:7][CH2:8][C@@H:9]3[C@:14]([CH3:23])([CH2:13][CH2:12][CH2:11][C:10]3([CH3:24])[CH3:25])[C@H:15]1[CH2:16][O:17][C:18]1[C:5]2=[CH:4][C:3]([OH:2])=[CH:20][C:19]=1[OH:21], predict the reactants needed to synthesize it. The reactants are: C[O:2][C:3]1[CH:4]=[C:5]2[C:18](=[C:19]([O:21]C)[CH:20]=1)[O:17][CH2:16][C@H:15]1[C@@:6]2([CH3:26])[CH2:7][CH2:8][C@@H:9]2[C@:14]1([CH3:23])[CH2:13][CH2:12][CH2:11][C:10]2([CH3:25])[CH3:24].B(Br)(Br)Br. (2) Given the product [CH3:1][C:2]1[CH:20]=[CH:19][C:5]([CH2:6][N:7]2[CH2:12][CH2:11][N:10]([CH2:13][C:14]([NH:21][NH2:22])=[O:15])[CH2:9][CH2:8]2)=[CH:4][CH:3]=1, predict the reactants needed to synthesize it. The reactants are: [CH3:1][C:2]1[CH:20]=[CH:19][C:5]([CH2:6][N:7]2[CH2:12][CH2:11][N:10]([CH2:13][C:14](OCC)=[O:15])[CH2:9][CH2:8]2)=[CH:4][CH:3]=1.[NH2:21][NH2:22]. (3) Given the product [O:32]=[C:26]1[CH:25]([N:18]2[C:17](=[O:33])[C:16]3[C:20](=[CH:21][CH:22]=[CH:23][C:15]=3[CH2:14][NH:13][C:42]([NH:43][C:44]3[CH:49]=[CH:48][CH:47]=[CH:46][N:45]=3)=[O:41])[C:19]2=[O:24])[CH2:30][CH2:29][C:28](=[O:31])[NH:27]1, predict the reactants needed to synthesize it. The reactants are: N12CCCN=C1CCCCC2.Cl.[NH2:13][CH2:14][C:15]1[CH:23]=[CH:22][CH:21]=[C:20]2[C:16]=1[C:17](=[O:33])[N:18]([CH:25]1[CH2:30][CH2:29][C:28](=[O:31])[NH:27][C:26]1=[O:32])[C:19]2=[O:24].O=C1CCC(=O)N1[O:41][C:42](=O)[NH:43][C:44]1[CH:49]=[CH:48][CH:47]=[CH:46][N:45]=1. (4) Given the product [N+:1]([C:4]1[CH:5]=[N:6][N:7]([CH2:20][C:19]2[CH:18]=[C:17]([CH:24]=[CH:23][CH:22]=2)[C:15]#[N:16])[CH:8]=1)([O-:3])=[O:2], predict the reactants needed to synthesize it. The reactants are: [N+:1]([C:4]1[CH:5]=[N:6][NH:7][CH:8]=1)([O-:3])=[O:2].C([O-])([O-])=O.[K+].[K+].[C:15]([C:17]1[CH:18]=[C:19]([CH:22]=[CH:23][CH:24]=1)[CH2:20]Br)#[N:16]. (5) Given the product [CH2:122]([SiH2:13][CH2:104][CH:97]([CH2:110][OH:111])[OH:96])[CH:121]([CH2:32][OH:31])[OH:123], predict the reactants needed to synthesize it. The reactants are: [Si]([O-])([O-])([O-])[O-].[Na+].[Na+].[Na+].[Na+].C(O[Si:13](OCC)(OCC)OCC)C.CCOP([O:31][C:32]1C=CC([N+]([O-])=O)=CC=1)(OCC)=O.COC1C=C2O[C@@H]3[C@@H](C=CO3)C2=C2OC(=O)C3C(CCC=3C=12)=O.[N+](C1C=CC(SSC2C=CC([N+]([O-])=O)=C(C=2)C(O)=O)=CC=1C(O)=O)([O-])=O.CCC(C[O:96][C:97]([C:110](N(CC[NH+](C)C)C)=[O:111])([C:104]1C=CC=CC=1)C1C=CC=CC=1)CC.[Cl-].[I-].[C:121](SCC[N+](C)(C)C)(=[O:123])[CH3:122]. (6) Given the product [CH3:24][O:23][C:19]1[CH:18]=[C:17]2[C:22]([C:13]([O:12][CH2:11][C:8]3[N:6]4[N:7]=[C:2]([C:33]5[CH:34]=[N:35][N:36]([CH:38]6[CH2:43][CH2:42][NH:41][CH2:40][CH2:39]6)[CH:37]=5)[CH:3]=[CH:4][C:5]4=[N:10][N:9]=3)=[CH:14][CH:15]=[N:16]2)=[CH:21][CH:20]=1, predict the reactants needed to synthesize it. The reactants are: Cl[C:2]1[CH:3]=[CH:4][C:5]2[N:6]([C:8]([CH2:11][O:12][C:13]3[C:22]4[C:17](=[CH:18][C:19]([O:23][CH3:24])=[CH:20][CH:21]=4)[N:16]=[CH:15][CH:14]=3)=[N:9][N:10]=2)[N:7]=1.CC1(C)C(C)(C)OB([C:33]2[CH:34]=[N:35][N:36]([CH:38]3[CH2:43][CH2:42][N:41](C(OC(C)(C)C)=O)[CH2:40][CH2:39]3)[CH:37]=2)O1.C([O-])(O)=O.[Na+].C(O)(C(F)(F)F)=O. (7) Given the product [Cl:14][C:15]1[CH:16]=[CH:17][C:18]([O:19][CH2:20][C:21]2[CH:26]=[CH:25][CH:24]=[CH:23][C:22]=2[C:27](=[N:31][O:32][CH3:33])[C:28]#[N:30])=[CH:34][CH:35]=1, predict the reactants needed to synthesize it. The reactants are: FC(F)(F)C(OC(=O)C(F)(F)F)=O.[Cl:14][C:15]1[CH:35]=[CH:34][C:18]([O:19][CH2:20][C:21]2[CH:26]=[CH:25][CH:24]=[CH:23][C:22]=2[C:27](=[N:31][O:32][CH3:33])[C:28]([NH2:30])=O)=[CH:17][CH:16]=1.N1C=CC=CC=1. (8) Given the product [Cl:11][CH2:12][CH2:13][O:14][C:15]1[CH:20]=[CH:19][C:18](/[C:21](/[C:23]2[CH:28]=[CH:27][C:26]([OH:29])=[CH:25][CH:24]=2)=[C:7](/[C:4]2[CH:3]=[C:2]([Cl:1])[S:6][CH:5]=2)\[CH2:8][CH3:9])=[CH:17][CH:16]=1, predict the reactants needed to synthesize it. The reactants are: [Cl:1][C:2]1[S:6][CH:5]=[C:4]([C:7](=O)[CH2:8][CH3:9])[CH:3]=1.[Cl:11][CH2:12][CH2:13][O:14][C:15]1[CH:20]=[CH:19][C:18]([C:21]([C:23]2[CH:28]=[CH:27][C:26]([OH:29])=[CH:25][CH:24]=2)=O)=[CH:17][CH:16]=1. (9) Given the product [CH2:7]([N:14]1[CH:18]=[C:17]([CH2:19][OH:20])[CH:16]=[N:15]1)[C:8]1[CH:9]=[CH:10][CH:11]=[CH:12][CH:13]=1, predict the reactants needed to synthesize it. The reactants are: [H-].[Al+3].[Li+].[H-].[H-].[H-].[CH2:7]([N:14]1[CH:18]=[C:17]([C:19](OC)=[O:20])[CH:16]=[N:15]1)[C:8]1[CH:13]=[CH:12][CH:11]=[CH:10][CH:9]=1.[OH-].[K+]. (10) Given the product [CH3:1][C@@H:2]1[C@H:11]2[C:5](=[C:6]([CH3:15])[CH2:7][CH2:8][C@@H:9]([C:12]([CH3:14])=[CH2:13])[CH2:10]2)[C@H:4]([OH:16])[CH2:3]1.[CH3:1][C@@H:2]1[C@H:11]2[C:5](=[C:6]([CH3:15])[CH2:7][CH2:8][C@@H:9]([C:12]([CH3:14])=[CH2:13])[CH2:10]2)[C@@H:4]([OH:16])[CH2:3]1, predict the reactants needed to synthesize it. The reactants are: [CH3:1][C@@H:2]1[C@H:11]2[C:5](=[C:6]([CH3:15])[CH2:7][CH2:8][C@@H:9]([C:12]([CH3:14])=[CH2:13])[CH2:10]2)[C:4](=[O:16])[CH2:3]1.[BH4-].[Na+].[NH4+].[Cl-].